From a dataset of NCI-60 drug combinations with 297,098 pairs across 59 cell lines. Regression. Given two drug SMILES strings and cell line genomic features, predict the synergy score measuring deviation from expected non-interaction effect. (1) Drug 1: CN(C)N=NC1=C(NC=N1)C(=O)N. Drug 2: C(CC(=O)O)C(=O)CN.Cl. Cell line: K-562. Synergy scores: CSS=17.5, Synergy_ZIP=5.03, Synergy_Bliss=6.61, Synergy_Loewe=1.71, Synergy_HSA=7.54. (2) Synergy scores: CSS=9.20, Synergy_ZIP=-1.33, Synergy_Bliss=1.28, Synergy_Loewe=-3.69, Synergy_HSA=-2.72. Cell line: MALME-3M. Drug 1: C1CCC(CC1)NC(=O)N(CCCl)N=O. Drug 2: C1=NC(=NC(=O)N1C2C(C(C(O2)CO)O)O)N.